This data is from Full USPTO retrosynthesis dataset with 1.9M reactions from patents (1976-2016). The task is: Predict the reactants needed to synthesize the given product. Given the product [C:16]([O:19][C@H:20]([CH3:26])[CH2:21][CH2:22][CH2:23][CH2:24][Br:25])(=[O:18])[CH3:17].[C:16]([O:19][C@H:20]([CH3:26])[CH2:21][CH2:22][CH2:23][CH2:24][N:5]1[C:6]2[N:7]=[CH:8][N:9]([CH3:13])[C:10]=2[C:11](=[O:12])[N:2]([CH3:1])[C:3]1=[O:4])(=[O:18])[CH3:17], predict the reactants needed to synthesize it. The reactants are: [CH3:1][N:2]1[C:11](=[O:12])[C:10]2[N:9]([CH3:13])[CH:8]=[N:7][C:6]=2[NH:5][C:3]1=[O:4].[H-].[Na+].[C:16]([O:19][C@H:20]([CH3:26])[CH2:21][CH2:22][CH2:23][CH2:24][Br:25])(=[O:18])[CH3:17].O.